Dataset: Reaction yield outcomes from USPTO patents with 853,638 reactions. Task: Predict the reaction yield, written as a fraction of the theoretical maximum amount of product (1.0 means a 100% yield; for example, 0.34 means a 34% yield). (1) The reactants are [Cl:1][C:2]1[CH:20]=[C:19]([Cl:21])[CH:18]=[CH:17][C:3]=1[CH2:4][N:5]1[CH:9]=[C:8]([CH2:10][CH2:11][CH2:12][OH:13])[C:7]([O:14][CH2:15][CH3:16])=[N:6]1.[CH2:22]([N:29]1[C:33]([CH2:34][CH2:35][C:36]([O:38]CC)=[O:37])=[CH:32][C:31](O)=[N:30]1)[C:23]1[CH:28]=[CH:27][CH:26]=[CH:25][CH:24]=1.C(P(CCCC)CCCC)CCC.N(C(N1CCCCC1)=O)=NC(N1CCCCC1)=O.O1CCCC1CO.[OH-].[Na+].Cl. The catalyst is O1CCCC1. The product is [CH2:22]([N:29]1[C:33]([CH2:34][CH2:35][C:36]([OH:38])=[O:37])=[CH:32][C:31]([O:13][CH2:12][CH2:11][CH2:10][C:8]2[C:7]([O:14][CH2:15][CH3:16])=[N:6][N:5]([CH2:4][C:3]3[CH:17]=[CH:18][C:19]([Cl:21])=[CH:20][C:2]=3[Cl:1])[CH:9]=2)=[N:30]1)[C:23]1[CH:28]=[CH:27][CH:26]=[CH:25][CH:24]=1. The yield is 0.760. (2) The reactants are [Cl:1][C:2]1[CH:7]=[C:6]2[CH2:8][O:9][C:10]3[CH:33]=[C:32]4[C:13]([CH2:14][CH2:15][C:16]5[N:20]=[C:19]([C@@H:21]6[CH2:25][C@H:24]([O:26][CH2:27][CH3:28])[CH2:23][N:22]6[C:29]([O-:31])=[O:30])[NH:18][C:17]=54)=[CH:12][C:11]=3[C:5]2=[CH:4][CH:3]=1. The catalyst is C(Cl)Cl.O=[Mn]=O. The product is [Cl:1][C:2]1[CH:7]=[C:6]2[CH2:8][O:9][C:10]3[CH:33]=[C:32]4[C:13]([CH:14]=[CH:15][C:16]5[N:20]=[C:19]([C@@H:21]6[CH2:25][C@H:24]([O:26][CH2:27][CH3:28])[CH2:23][N:22]6[C:29]([O:31][C:5]([CH3:11])([CH3:6])[CH3:4])=[O:30])[NH:18][C:17]=54)=[CH:12][C:11]=3[C:5]2=[CH:4][CH:3]=1. The yield is 0.720. (3) The yield is 0.750. The product is [CH2:30]([S:52]([C:7]1[CH:8]=[C:9]([CH:13]([C:22]([O:24][C:25]([CH3:27])([CH3:26])[CH3:28])=[O:23])[CH2:14][NH:15][CH2:16][C:17]([N:19]([CH3:20])[CH3:21])=[O:18])[CH:10]=[CH:11][CH:12]=1)(=[O:54])=[O:51])[CH2:31][CH2:32][CH3:33]. The catalyst is C(#N)C.O. The reactants are Cl.C(S[C:7]1[CH:8]=[C:9]([CH:13]([C:22]([O:24][C:25]([CH3:28])([CH3:27])[CH3:26])=[O:23])[CH2:14][NH:15][CH2:16][C:17]([N:19]([CH3:21])[CH3:20])=[O:18])[CH:10]=[CH:11][CH:12]=1)CCC.Cl.[CH2:30](SC1C=C(CCNCC(N(C)C)=O)C=CC=1)[CH2:31][CH2:32][CH3:33].O[O:51][S:52]([O-:54])=O.[K+].C([O-])(O)=O.[Na+]. (4) The reactants are [Cl:1][C:2]1[CH:13]=[CH:12][C:5]2[NH:6][C:7](=[O:11])[O:8][C:9](=[O:10])[C:4]=2[CH:3]=1.[C:14](=O)([O-])[O-].[Na+].[Na+].CI.O. The catalyst is CN(C)C=O. The product is [Cl:1][C:2]1[CH:13]=[CH:12][C:5]2[N:6]([CH3:14])[C:7](=[O:11])[O:8][C:9](=[O:10])[C:4]=2[CH:3]=1. The yield is 0.790. (5) The reactants are Br[C:2]1[S:6][C:5]([NH:7][C:8]([NH:10][C:11]2[CH:16]=[CH:15][C:14]([CH3:17])=[CH:13][C:12]=2[C:18]([CH:20]2[CH2:24][CH2:23][CH2:22][CH2:21]2)=[O:19])=[O:9])=[N:4][CH:3]=1.[SH:25][C:26]1[CH:31]=[CH:30][C:29]([CH2:32][C:33]([OH:35])=[O:34])=[CH:28][CH:27]=1. No catalyst specified. The product is [CH:20]1([C:18]([C:12]2[CH:13]=[C:14]([CH3:17])[CH:15]=[CH:16][C:11]=2[NH:10][C:8](=[O:9])[NH:7][C:5]2[S:6][C:2]([S:25][C:26]3[CH:27]=[CH:28][C:29]([CH2:32][C:33]([OH:35])=[O:34])=[CH:30][CH:31]=3)=[CH:3][N:4]=2)=[O:19])[CH2:24][CH2:23][CH2:22][CH2:21]1. The yield is 0.300. (6) The catalyst is CN(C=O)C. The reactants are [Cl:1]N1C(=O)CCC1=O.[CH:9](=[N:16][OH:17])[C:10]1[CH:15]=[CH:14][CH:13]=[CH:12][CH:11]=1.O. The yield is 1.00. The product is [Cl:1][C:9](=[N:16][OH:17])[C:10]1[CH:15]=[CH:14][CH:13]=[CH:12][CH:11]=1.